From a dataset of Forward reaction prediction with 1.9M reactions from USPTO patents (1976-2016). Predict the product of the given reaction. (1) Given the reactants [CH2:1]([O:5][C:6]1[C:15]2[C:10](=[CH:11][CH:12]=[C:13]([F:16])[CH:14]=2)[C:9](=[O:17])[N:8]([CH2:18][C:19]([CH3:22])([CH3:21])[CH3:20])[C:7]=1[C:23](OCC)=[O:24])[CH2:2][CH2:3][CH3:4].[OH-].[Na+].Cl.C(Cl)(=O)C(Cl)=O.[BH4-].[Na+], predict the reaction product. The product is: [CH2:1]([O:5][C:6]1[C:15]2[C:10](=[CH:11][CH:12]=[C:13]([F:16])[CH:14]=2)[C:9](=[O:17])[N:8]([CH2:18][C:19]([CH3:22])([CH3:21])[CH3:20])[C:7]=1[CH2:23][OH:24])[CH2:2][CH2:3][CH3:4]. (2) Given the reactants [OH:1][CH:2]([CH2:15][NH:16][CH:17]([CH3:19])[CH3:18])[CH2:3][O:4][C:5]1[CH:10]=[CH:9][C:8]([CH2:11][C:12]([O-:14])=[O:13])=[CH:7][CH:6]=1.[ClH:20], predict the reaction product. The product is: [ClH:20].[OH:1][CH:2]([CH2:15][NH:16][CH:17]([CH3:19])[CH3:18])[CH2:3][O:4][C:5]1[CH:6]=[CH:7][C:8]([CH2:11][C:12]([OH:14])=[O:13])=[CH:9][CH:10]=1. (3) Given the reactants CS[C:3]1[S:4]/[C:5](=[CH:9]\[C:10]2[CH:11]=[C:12]3[C:17](=[CH:18][CH:19]=2)[N:16]=[CH:15][CH:14]=[CH:13]3)/[C:6](=[O:8])[N:7]=1.[CH:20]1[CH:25]=[CH:24][C:23]([C@@H:26]([NH2:30])[C:27]([OH:29])=[O:28])=[CH:22][CH:21]=1.CCN(C(C)C)C(C)C, predict the reaction product. The product is: [O:8]=[C:6]1[N:7]=[C:3]([NH:30][C@H:26]([C:23]2[CH:24]=[CH:25][CH:20]=[CH:21][CH:22]=2)[C:27]([OH:29])=[O:28])[S:4]/[C:5]/1=[CH:9]\[C:10]1[CH:11]=[C:12]2[C:17](=[CH:18][CH:19]=1)[N:16]=[CH:15][CH:14]=[CH:13]2. (4) Given the reactants [NH2:1][C:2]1[C:33]([C:34]([F:37])([F:36])[F:35])=[CH:32][C:5]([CH2:6][C@@H:7]([CH2:11][C:12](=[O:31])[N:13]2[CH2:18][CH2:17][CH:16]([N:19]3[CH2:25][CH2:24][C:23]4[CH:26]=[CH:27][CH:28]=[CH:29][C:22]=4[NH:21][C:20]3=[O:30])[CH2:15][CH2:14]2)[C:8]([OH:10])=O)=[CH:4][C:3]=1[Cl:38].CN(C(ON1N=NC2C=CC=CC1=2)=[N+](C)C)C.[B-](F)(F)(F)F.C(N(CC)CC)C.[O:68]1[CH2:73][CH2:72][CH:71]([N:74]2[CH2:79][CH2:78][NH:77][CH2:76][CH2:75]2)[CH2:70][CH2:69]1.C([O-])(O)=O.[Na+], predict the reaction product. The product is: [NH2:1][C:2]1[C:33]([C:34]([F:37])([F:36])[F:35])=[CH:32][C:5]([CH2:6][C@@H:7]([CH2:11][C:12]([N:13]2[CH2:18][CH2:17][CH:16]([N:19]3[CH2:25][CH2:24][C:23]4[CH:26]=[CH:27][CH:28]=[CH:29][C:22]=4[NH:21][C:20]3=[O:30])[CH2:15][CH2:14]2)=[O:31])[C:8]([N:77]2[CH2:76][CH2:75][N:74]([CH:71]3[CH2:72][CH2:73][O:68][CH2:69][CH2:70]3)[CH2:79][CH2:78]2)=[O:10])=[CH:4][C:3]=1[Cl:38]. (5) Given the reactants COC1C=CC(CN2CCN(C)CC2)=CC=1N.[NH2:18][C:19]1[CH:20]=[C:21]([C:27]([N:29]2[CH2:34][CH2:33][O:32][CH2:31][CH2:30]2)=O)[CH:22]=[CH:23][C:24]=1[O:25][CH3:26], predict the reaction product. The product is: [CH3:26][O:25][C:24]1[CH:23]=[CH:22][C:21]([CH2:27][N:29]2[CH2:34][CH2:33][O:32][CH2:31][CH2:30]2)=[CH:20][C:19]=1[NH2:18]. (6) Given the reactants [CH3:1][C:2]1[S:3][C:4]2[C:13]3[N:12]=[C:11]([NH2:14])[N:10]=[CH:9][C:8]=3[CH2:7][CH2:6][C:5]=2[N:15]=1.[C:16]1([S:22](Cl)(=[O:24])=[O:23])[CH:21]=[CH:20][CH:19]=[CH:18][CH:17]=1, predict the reaction product. The product is: [CH3:1][C:2]1[S:3][C:4]2[C:13]3[N:12]=[C:11]([NH:14][S:22]([C:16]4[CH:21]=[CH:20][CH:19]=[CH:18][CH:17]=4)(=[O:24])=[O:23])[N:10]=[CH:9][C:8]=3[CH2:7][CH2:6][C:5]=2[N:15]=1. (7) Given the reactants C(NC(C)C)(C)C.[Li]CCCC.[CH3:13][O:14][C:15]([C:17]1[S:18][CH:19]=[CH:20][C:21]=1[NH:22][C:23]([O:25][C:26]([CH3:29])([CH3:28])[CH3:27])=[O:24])=[O:16].[C:30]1(=[O:36])[CH2:35][CH2:34][CH2:33][CH2:32][CH2:31]1, predict the reaction product. The product is: [CH3:13][O:14][C:15]([C:17]1[S:18][C:19]([C:30]2([OH:36])[CH2:35][CH2:34][CH2:33][CH2:32][CH2:31]2)=[CH:20][C:21]=1[NH:22][C:23]([O:25][C:26]([CH3:29])([CH3:28])[CH3:27])=[O:24])=[O:16]. (8) The product is: [CH:50]12[CH2:52][CH:48]([O:49]1)[CH2:47][N:46]([C:43]1[CH:42]=[CH:41][C:40]([C:11]3[N:10]=[C:9]([O:23][C@@H:24]([C@H:26]4[CH2:27][NH:28][C:29](=[O:31])[CH2:30]4)[CH3:25])[C:8]4[N:4]([CH:1]5[CH2:3][CH2:2]5)[CH:5]=[N:6][C:7]=4[CH:12]=3)=[CH:45][CH:44]=1)[CH2:51]2. Given the reactants [CH:1]1([N:4]2[C:8]3[C:9]([O:23][C@@H:24]([C@@H:26]4[CH2:30][C:29](=[O:31])[NH:28][CH2:27]4)[CH3:25])=[N:10][C:11](C4C=C5C(CC(=O)N5)=CC=4)=[CH:12][C:7]=3[N:6]=[CH:5]2)[CH2:3][CH2:2]1.CC1(C)C(C)(C)OB([C:40]2[CH:45]=[CH:44][C:43]([N:46]3[CH2:51][CH:50]4[CH2:52][CH:48]([O:49]4)[CH2:47]3)=[CH:42][CH:41]=2)O1, predict the reaction product. (9) Given the reactants ClC1C=C(C2NC=C(S(NCCC(OCC)=O)(=O)=O)C=2)C=CN=1.[Cl:24][C:25]1[CH:30]=[C:29]([C:31]2[NH:35][CH:34]=[C:33]([S:36]([OH:39])(=[O:38])=[O:37])[CH:32]=2)[CH:28]=[CH:27][N:26]=1.C[O-].[Na+:42], predict the reaction product. The product is: [Cl:24][C:25]1[CH:30]=[C:29]([C:31]2[NH:35][CH:34]=[C:33]([S:36]([O-:39])(=[O:37])=[O:38])[CH:32]=2)[CH:28]=[CH:27][N:26]=1.[Na+:42]. (10) The product is: [C:1]([C:5]1[CH:9]=[C:8]([NH:10][C:11]([NH:13][C:14]2[CH:19]=[CH:18][C:17]([F:20])=[CH:16][CH:15]=2)=[O:12])[N:7]([C:21]2[CH:31]=[CH:30][CH:29]=[C:23]([CH2:24][OH:25])[CH:22]=2)[N:6]=1)([CH3:4])([CH3:2])[CH3:3]. Given the reactants [C:1]([C:5]1[CH:9]=[C:8]([NH:10][C:11]([NH:13][C:14]2[CH:19]=[CH:18][C:17]([F:20])=[CH:16][CH:15]=2)=[O:12])[N:7]([C:21]2[CH:22]=[C:23]([CH:29]=[CH:30][CH:31]=2)[C:24](OCC)=[O:25])[N:6]=1)([CH3:4])([CH3:3])[CH3:2].[H-].[H-].[H-].[H-].[Li+].[Al+3], predict the reaction product.